From a dataset of Experimentally validated miRNA-target interactions with 360,000+ pairs, plus equal number of negative samples. Binary Classification. Given a miRNA mature sequence and a target amino acid sequence, predict their likelihood of interaction. The miRNA is hsa-miR-4493 with sequence AGAAGGCCUUUCCAUCUCUGU. The protein sequence of the target gene is MLKAVILIGGPQKGTRFRPLSFEVPKPLFPVAGVPMIQHHIEACAQVPGMQEILLIGFYQPDEALTQFLEAAQQEFNLPVRYLQEFTPLGTGGGLYHFRDQILAGAPEAFFVLNADVCSDFPLSAMLDAHRLQRHPFLLLGTTANRTQSLNYGCIVENPQTHEVLHYVEKPSTFISDIINCGIYLFSPEALKPLRDVFQRNQQDGQLEESPGSWPGAGTIRLEQDVFSALAGQGQIYVHLTDGIWSQIKSAGSALYASRLYLGRYQITHPERLARHTAGGPRIRGNVYIHPTAKVAPSAV.... Result: 0 (no interaction).